From a dataset of NCI-60 drug combinations with 297,098 pairs across 59 cell lines. Regression. Given two drug SMILES strings and cell line genomic features, predict the synergy score measuring deviation from expected non-interaction effect. (1) Drug 1: CC1=CC2C(CCC3(C2CCC3(C(=O)C)OC(=O)C)C)C4(C1=CC(=O)CC4)C. Drug 2: CC(C)CN1C=NC2=C1C3=CC=CC=C3N=C2N. Cell line: OVCAR-4. Synergy scores: CSS=6.53, Synergy_ZIP=1.51, Synergy_Bliss=5.71, Synergy_Loewe=4.64, Synergy_HSA=4.64. (2) Drug 1: COC1=C(C=C2C(=C1)N=CN=C2NC3=CC(=C(C=C3)F)Cl)OCCCN4CCOCC4. Drug 2: CC12CCC3C(C1CCC2=O)CC(=C)C4=CC(=O)C=CC34C. Cell line: HL-60(TB). Synergy scores: CSS=75.1, Synergy_ZIP=1.50, Synergy_Bliss=0.572, Synergy_Loewe=1.46, Synergy_HSA=1.16.